Task: Predict which catalyst facilitates the given reaction.. Dataset: Catalyst prediction with 721,799 reactions and 888 catalyst types from USPTO (1) Reactant: Br[C:2]1[CH:7]=[CH:6][C:5]([CH:8]2[N:12]([C:13]3[CH:18]=[CH:17][CH:16]=[CH:15][C:14]=3[Cl:19])[N:11]=[C:10]([C:20]([C:26]([F:29])([F:28])[F:27])([C:22]([F:25])([F:24])[F:23])[OH:21])[CH2:9]2)=[CH:4][CH:3]=1.[C:30]([NH:37][CH:38]1[CH2:43][CH2:42][NH:41][CH2:40][CH2:39]1)([O:32][C:33]([CH3:36])([CH3:35])[CH3:34])=[O:31].C1C=CC(P(C2C(C3C(P(C4C=CC=CC=4)C4C=CC=CC=4)=CC=C4C=3C=CC=C4)=C3C(C=CC=C3)=CC=2)C2C=CC=CC=2)=CC=1.CC(C)([O-])C.[Na+]. Product: [Cl:19][C:14]1[CH:15]=[CH:16][CH:17]=[CH:18][C:13]=1[N:12]1[CH:8]([C:5]2[CH:4]=[CH:3][C:2]([N:41]3[CH2:40][CH2:39][CH:38]([NH:37][C:30]([O:32][C:33]([CH3:36])([CH3:35])[CH3:34])=[O:31])[CH2:43][CH2:42]3)=[CH:7][CH:6]=2)[CH2:9][C:10]([C:20]([C:22]([F:24])([F:23])[F:25])([C:26]([F:28])([F:27])[F:29])[OH:21])=[N:11]1. The catalyst class is: 187. (2) Reactant: Cl.[CH3:2][NH:3][O:4][CH3:5].[Cl:6][C:7]1[CH:8]=[C:9]([CH:13]=[CH:14][C:15]=1[Cl:16])[C:10](Cl)=[O:11].CCN(C(C)C)C(C)C.O. Product: [Cl:6][C:7]1[CH:8]=[C:9]([CH:13]=[CH:14][C:15]=1[Cl:16])[C:10]([N:3]([O:4][CH3:5])[CH3:2])=[O:11]. The catalyst class is: 25. (3) Reactant: [C:1]([C:3]1[CH:8]=[CH:7][C:6]([N:9]([CH2:18][C:19]([F:22])([F:21])[F:20])[CH2:10][C:11]([O:13]C(C)(C)C)=[O:12])=[CH:5][C:4]=1[C:23]([F:26])([F:25])[F:24])#[N:2].C(O)(C(F)(F)F)=O.C([SiH](CC)CC)C. Product: [C:1]([C:3]1[CH:8]=[CH:7][C:6]([N:9]([CH2:18][C:19]([F:20])([F:21])[F:22])[CH2:10][C:11]([OH:13])=[O:12])=[CH:5][C:4]=1[C:23]([F:24])([F:26])[F:25])#[N:2]. The catalyst class is: 2. (4) The catalyst class is: 2. Reactant: [CH2:1]([O:8][C:9]([NH:11][C@H:12]([C:25]1[NH:26][C:27]([C:30]2[CH:39]=[CH:38][C:37]3[C:32](=[CH:33][CH:34]=[C:35]([O:40][CH3:41])[CH:36]=3)[CH:31]=2)=[CH:28][N:29]=1)[CH2:13][CH2:14][CH2:15][CH2:16][CH2:17][C:18]([O:20]C(C)(C)C)=[O:19])=[O:10])[C:2]1[CH:7]=[CH:6][CH:5]=[CH:4][CH:3]=1.[C:42]([OH:48])([C:44]([F:47])([F:46])[F:45])=[O:43].C1(C)C=CC=CC=1.CCOCC. Product: [F:45][C:44]([F:47])([F:46])[C:42]([O-:48])=[O:43].[CH2:1]([O:8][C:9]([NH:11][C@H:12]([C:25]1[NH:26][C:27]([C:30]2[CH:39]=[CH:38][C:37]3[C:32](=[CH:33][CH:34]=[C:35]([O:40][CH3:41])[CH:36]=3)[CH:31]=2)=[CH:28][NH+:29]=1)[CH2:13][CH2:14][CH2:15][CH2:16][CH2:17][C:18]([OH:20])=[O:19])=[O:10])[C:2]1[CH:7]=[CH:6][CH:5]=[CH:4][CH:3]=1. (5) Reactant: CS(O[CH2:6][C:7]1[N:12]=[CH:11][C:10]2[N:13]=[CH:14][N:15]([C:16]3[S:17][C:18]([C:33](=[O:35])[NH2:34])=[C:19]([O:21][CH2:22][C:23]4[CH:28]=[CH:27][CH:26]=[CH:25][C:24]=4[C:29]([F:32])([F:31])[F:30])[CH:20]=3)[C:9]=2[CH:8]=1)(=O)=O.[CH2:36]([NH:38][CH2:39][CH3:40])[CH3:37]. Product: [CH2:36]([N:38]([CH2:6][C:7]1[N:12]=[CH:11][C:10]2[N:13]=[CH:14][N:15]([C:16]3[S:17][C:18]([C:33]([NH2:34])=[O:35])=[C:19]([O:21][CH2:22][C:23]4[CH:28]=[CH:27][CH:26]=[CH:25][C:24]=4[C:29]([F:32])([F:31])[F:30])[CH:20]=3)[C:9]=2[CH:8]=1)[CH2:39][CH3:40])[CH3:37]. The catalyst class is: 4. (6) Reactant: C(OC([N:8]1[C@@H:12]([CH2:13][C:14]2[CH:19]=[CH:18][CH:17]=[CH:16][CH:15]=2)[C@H:11]([CH2:20][CH2:21][C:22](=[O:32])[NH:23][CH2:24][CH2:25][C:26]2[CH:31]=[CH:30][CH:29]=[CH:28][CH:27]=2)[O:10]C1(C)C)=O)(C)(C)C.Cl. Product: [CH2:24]([NH:23][C:22](=[O:32])[CH2:21][CH2:20][C@H:11]([OH:10])[C@@H:12]([NH2:8])[CH2:13][C:14]1[CH:15]=[CH:16][CH:17]=[CH:18][CH:19]=1)[CH2:25][C:26]1[CH:27]=[CH:28][CH:29]=[CH:30][CH:31]=1. The catalyst class is: 71. (7) Reactant: Cl.[O:2]=[C:3]1[NH:11][C:6]2=[N:7][CH:8]=[CH:9][CH:10]=[C:5]2[C:4]21[CH2:19][C:18]1[C:13](=[CH:14][CH:15]=[C:16]([NH:20][C:21]3[N:26]=[CH:25][N:24]=[C:23]([C:27](O)=[O:28])[CH:22]=3)[CH:17]=1)[CH2:12]2.Cl.[CH3:31][C:32]1[CH:40]=[C:39]2[C:35]([CH2:36][CH2:37][NH:38]2)=[CH:34][CH:33]=1.CCN(C(C)C)C(C)C.CN(C(ON1N=NC2C=CC=CC1=2)=[N+](C)C)C.[B-](F)(F)(F)F. Product: [CH3:31][C:32]1[CH:40]=[C:39]2[C:35]([CH2:36][CH2:37][N:38]2[C:27]([C:23]2[N:24]=[CH:25][N:26]=[C:21]([NH:20][C:16]3[CH:17]=[C:18]4[C:13](=[CH:14][CH:15]=3)[CH2:12][C:4]3([C:5]5[C:6](=[N:7][CH:8]=[CH:9][CH:10]=5)[NH:11][C:3]3=[O:2])[CH2:19]4)[CH:22]=2)=[O:28])=[CH:34][CH:33]=1. The catalyst class is: 3. (8) Reactant: [I:1][C:2]1[C:10]2[C:5](=[CH:6][CH:7]=[C:8]([C:11](O)=[O:12])[CH:9]=2)[N:4]([S:14]([C:17]2[CH:23]=[CH:22][C:20]([CH3:21])=[CH:19][CH:18]=2)(=[O:16])=[O:15])[CH:3]=1.[C:24]([NH:32][NH2:33])(=[O:31])[C:25]1[CH:30]=[CH:29][CH:28]=[CH:27][CH:26]=1.C(N(C(C)C)C(C)C)C.CN(C(ON1N=NC2C=CC=NC1=2)=[N+](C)C)C.F[P-](F)(F)(F)(F)F. Product: [C:24]([NH:32][NH:33][C:11]([C:8]1[CH:9]=[C:10]2[C:5](=[CH:6][CH:7]=1)[N:4]([S:14]([C:17]1[CH:23]=[CH:22][C:20]([CH3:21])=[CH:19][CH:18]=1)(=[O:16])=[O:15])[CH:3]=[C:2]2[I:1])=[O:12])(=[O:31])[C:25]1[CH:30]=[CH:29][CH:28]=[CH:27][CH:26]=1. The catalyst class is: 1.